Task: Predict the product of the given reaction.. Dataset: Forward reaction prediction with 1.9M reactions from USPTO patents (1976-2016) Given the reactants O1[C:5]2([CH2:10][CH2:9][CH:8]([CH2:11][O:12][C:13]3[C:25]([CH:26]4[CH2:28][CH2:27]4)=[CH:24][C:16]([C:17]([O:19][C:20]([CH3:23])([CH3:22])[CH3:21])=[O:18])=[C:15]([F:29])[CH:14]=3)[CH2:7][CH2:6]2)[O:4]CC1.FC(F)(F)C(O)=O, predict the reaction product. The product is: [CH:26]1([C:25]2[C:13]([O:12][CH2:11][CH:8]3[CH2:7][CH2:6][C:5](=[O:4])[CH2:10][CH2:9]3)=[CH:14][C:15]([F:29])=[C:16]([CH:24]=2)[C:17]([O:19][C:20]([CH3:21])([CH3:22])[CH3:23])=[O:18])[CH2:28][CH2:27]1.